From a dataset of Forward reaction prediction with 1.9M reactions from USPTO patents (1976-2016). Predict the product of the given reaction. (1) Given the reactants [CH:1]([N:4]1[C:12]2[CH:11]=[C:10]([C:13]3[CH:14]=[C:15]4[CH:21]=[CH:20][NH:19][C:16]4=[N:17][CH:18]=3)[CH:9]=[C:8]([C:22]([O:24]C)=[O:23])[C:7]=2[CH:6]=[N:5]1)([CH3:3])[CH3:2].O[Li].O, predict the reaction product. The product is: [CH:1]([N:4]1[C:12]2[CH:11]=[C:10]([C:13]3[CH:14]=[C:15]4[CH:21]=[CH:20][NH:19][C:16]4=[N:17][CH:18]=3)[CH:9]=[C:8]([C:22]([OH:24])=[O:23])[C:7]=2[CH:6]=[N:5]1)([CH3:3])[CH3:2]. (2) Given the reactants [C:1]([OH:7])(=[O:6])[CH2:2][CH2:3][C:4]#[CH:5].[Li+].CC([N-]C(C)C)C.Cl[C:17]([O:19][CH2:20][CH3:21])=[O:18].P([O-])(O)(O)=O.[K+], predict the reaction product. The product is: [CH2:20]([O:19][C:17](=[O:18])[C:5]#[C:4][CH2:3][CH2:2][C:1]([OH:7])=[O:6])[CH3:21]. (3) Given the reactants [F:1][C:2]([F:12])([F:11])[C:3]1[CH:4]=[C:5]([CH:8]=[CH:9][CH:10]=1)[CH2:6]Br.C([O-])([O-])=O.[K+].[K+].[C:19]([O:23][C:24](=[O:49])[CH2:25][N:26]1[C:30]2[CH:31]=[CH:32][C:33]([NH:35][S:36]([C:39]3[CH:44]=[CH:43][C:42]([F:45])=[CH:41][CH:40]=3)(=[O:38])=[O:37])=[CH:34][C:29]=2[N:28]=[C:27]1[CH2:46][CH2:47][CH3:48])([CH3:22])([CH3:21])[CH3:20], predict the reaction product. The product is: [C:19]([O:23][C:24](=[O:49])[CH2:25][N:26]1[C:30]2[CH:31]=[CH:32][C:33]([N:35]([S:36]([C:39]3[CH:40]=[CH:41][C:42]([F:45])=[CH:43][CH:44]=3)(=[O:37])=[O:38])[CH2:6][C:5]3[CH:8]=[CH:9][CH:10]=[C:3]([C:2]([F:12])([F:11])[F:1])[CH:4]=3)=[CH:34][C:29]=2[N:28]=[C:27]1[CH2:46][CH2:47][CH3:48])([CH3:22])([CH3:21])[CH3:20].